From a dataset of Reaction yield outcomes from USPTO patents with 853,638 reactions. Predict the reaction yield, written as a fraction of the theoretical maximum amount of product (1.0 means a 100% yield; for example, 0.34 means a 34% yield). (1) The reactants are [C:1]([C:3]1[C:8]([C:9]([O:11]C)=O)=[C:7]([NH:13][C:14]2[CH:15]=[C:16]([CH3:20])[CH:17]=[CH:18][CH:19]=2)[N:6]=[C:5]([N:21]2[CH2:26][CH2:25][N:24]([CH2:27][CH3:28])[CH2:23][CH2:22]2)[N:4]=1)#[N:2]. The catalyst is [Pd].CCO.Cl. The product is [CH2:27]([N:24]1[CH2:23][CH2:22][N:21]([C:5]2[N:6]=[C:7]([NH:13][C:14]3[CH:15]=[C:16]([CH3:20])[CH:17]=[CH:18][CH:19]=3)[C:8]3[C:9](=[O:11])[NH:2][CH2:1][C:3]=3[N:4]=2)[CH2:26][CH2:25]1)[CH3:28]. The yield is 0.430. (2) The reactants are [Cl:1][C:2]1[CH:3]=[C:4]([NH2:19])[CH:5]=[CH:6][C:7]=1[S:8][C:9]1[CH:18]=[CH:17][C:16]2[C:11](=[CH:12][CH:13]=[CH:14][CH:15]=2)[CH:10]=1.N1C=CC=CC=1.[Cl:26][C:27]1[N:28]=[C:29]2[N:33]([C:34]=1[S:35](Cl)(=[O:37])=[O:36])[CH:32]=[CH:31][S:30]2. The catalyst is C1COCC1. The product is [Cl:1][C:2]1[CH:3]=[C:4]([NH:19][S:35]([C:34]2[N:33]3[C:29]([S:30][CH:31]=[CH:32]3)=[N:28][C:27]=2[Cl:26])(=[O:36])=[O:37])[CH:5]=[CH:6][C:7]=1[S:8][C:9]1[CH:18]=[CH:17][C:16]2[C:11](=[CH:12][CH:13]=[CH:14][CH:15]=2)[CH:10]=1. The yield is 0.650.